This data is from Human liver microsome stability data. The task is: Regression/Classification. Given a drug SMILES string, predict its absorption, distribution, metabolism, or excretion properties. Task type varies by dataset: regression for continuous measurements (e.g., permeability, clearance, half-life) or binary classification for categorical outcomes (e.g., BBB penetration, CYP inhibition). Dataset: hlm. (1) The molecule is O=C(Nc1ccc(F)c(-c2nc3ncc(-c4ccccn4)cn3n2)c1)N1CCC(F)(F)C1. The result is 0 (unstable in human liver microsomes). (2) The molecule is COC(=O)c1ccc2c(c1)CC(C(=O)Nc1ccc(-c3cn[nH]c3)cc1)CO2. The result is 1 (stable in human liver microsomes).